From a dataset of NCI-60 drug combinations with 297,098 pairs across 59 cell lines. Regression. Given two drug SMILES strings and cell line genomic features, predict the synergy score measuring deviation from expected non-interaction effect. (1) Drug 1: COC1=CC(=CC(=C1O)OC)C2C3C(COC3=O)C(C4=CC5=C(C=C24)OCO5)OC6C(C(C7C(O6)COC(O7)C8=CC=CS8)O)O. Drug 2: C1=CC=C(C=C1)NC(=O)CCCCCCC(=O)NO. Cell line: CAKI-1. Synergy scores: CSS=55.3, Synergy_ZIP=-1.59, Synergy_Bliss=-0.875, Synergy_Loewe=-5.08, Synergy_HSA=3.17. (2) Drug 1: CC(CN1CC(=O)NC(=O)C1)N2CC(=O)NC(=O)C2. Drug 2: C1CCC(C(C1)N)N.C(=O)(C(=O)[O-])[O-].[Pt+4]. Cell line: PC-3. Synergy scores: CSS=30.1, Synergy_ZIP=-7.16, Synergy_Bliss=5.82, Synergy_Loewe=9.76, Synergy_HSA=9.98. (3) Drug 1: CC(CN1CC(=O)NC(=O)C1)N2CC(=O)NC(=O)C2. Drug 2: C1CN(P(=O)(OC1)NCCCl)CCCl. Cell line: SW-620. Synergy scores: CSS=34.4, Synergy_ZIP=0.847, Synergy_Bliss=-2.97, Synergy_Loewe=-17.1, Synergy_HSA=-2.69. (4) Drug 1: CN(C(=O)NC(C=O)C(C(C(CO)O)O)O)N=O. Drug 2: C1CN(P(=O)(OC1)NCCCl)CCCl. Cell line: TK-10. Synergy scores: CSS=4.12, Synergy_ZIP=-3.28, Synergy_Bliss=0.00857, Synergy_Loewe=-0.883, Synergy_HSA=-0.306.